The task is: Predict the product of the given reaction.. This data is from Forward reaction prediction with 1.9M reactions from USPTO patents (1976-2016). (1) Given the reactants [CH:1]1([C:4]([CH:6]2[CH2:18][CH2:17][C:9]3[N:10]=[C:11]([NH:13][C:14](=[O:16])[CH3:15])[S:12][C:8]=3[C:7]2=O)=O)[CH2:3][CH2:2]1.[NH:20]([C@H:22]1[CH2:27][CH2:26][C@H:25]([C:28]([O:30][CH2:31][CH3:32])=[O:29])[CH2:24][CH2:23]1)[NH2:21], predict the reaction product. The product is: [C:14]([NH:13][C:11]1[S:12][C:8]2[C:7]3[N:20]([C@H:22]4[CH2:23][CH2:24][C@H:25]([C:28]([O:30][CH2:31][CH3:32])=[O:29])[CH2:26][CH2:27]4)[N:21]=[C:4]([CH:1]4[CH2:3][CH2:2]4)[C:6]=3[CH2:18][CH2:17][C:9]=2[N:10]=1)(=[O:16])[CH3:15]. (2) The product is: [F:43][C:44]1[CH:70]=[C:69]([NH2:71])[CH:68]=[CH:67][C:45]=1[O:46][C:47]1[C:52]2=[C:53]([CH3:66])[C:54]([O:56][CH2:57][CH2:58][N:59]3[CH2:60][CH2:61][N:62]([CH3:65])[CH2:63][CH2:64]3)=[CH:55][N:51]2[N:50]=[CH:49][N:48]=1. Given the reactants Cl.FC1C=C(C(C(NC2C=CC(F)=CC=2)=O)C(N)=O)C=CC=1OC1C2=C(C)C(OCCN3CCOCC3)=CN2N=CN=1.[F:43][C:44]1[CH:70]=[C:69]([N+:71]([O-])=O)[CH:68]=[CH:67][C:45]=1[O:46][C:47]1[C:52]2=[C:53]([CH3:66])[C:54]([O:56][CH2:57][CH2:58][N:59]3[CH2:64][CH2:63][N:62]([CH3:65])[CH2:61][CH2:60]3)=[CH:55][N:51]2[N:50]=[CH:49][N:48]=1, predict the reaction product. (3) Given the reactants [CH3:1][C:2]1([CH3:9])[O:6][C@@H:5]([CH2:7][OH:8])[CH2:4][O:3]1.Cl[C:11]1[CH:16]=[CH:15][N:14]=[C:13]([NH2:17])[CH:12]=1.[Na], predict the reaction product. The product is: [CH3:1][C:2]1([CH3:9])[O:6][C@@H:5]([CH2:7][O:8][C:11]2[CH:16]=[CH:15][N:14]=[C:13]([NH2:17])[CH:12]=2)[CH2:4][O:3]1. (4) Given the reactants CC1C=CC(S([O:11][CH2:12][C:13]2([CH2:33][O:34][S:35]([C:38]3[CH:43]=[CH:42][C:41]([CH3:44])=[CH:40][CH:39]=3)(=[O:37])=[O:36])[CH2:18][CH2:17][C:16](O)(C3C=CC=C(OC4C=CC=CC=4)C=3)[CH2:15][CH2:14]2)(=O)=O)=CC=1.[OH-:45].[Na+], predict the reaction product. The product is: [CH3:44][C:41]1[CH:42]=[CH:43][C:38]([S:35]([O:34][CH2:33][C:13]23[CH2:18][CH2:17][C:16]([C:13]4[CH:18]=[CH:17][CH:16]=[C:15]([O:45][C:38]5[CH:43]=[CH:42][CH:41]=[CH:40][CH:39]=5)[CH:14]=4)([CH2:15][CH2:14]2)[O:11][CH2:12]3)(=[O:37])=[O:36])=[CH:39][CH:40]=1. (5) Given the reactants [C:1]([C:3]([CH2:6][C:7]#[N:8])=[CH:4][O-])#[N:2].[K+].Cl.[CH3:11][NH:12][CH3:13], predict the reaction product. The product is: [CH3:11][N:12]([CH:4]=[C:3]([CH2:6][C:7]#[N:8])[C:1]#[N:2])[CH3:13]. (6) Given the reactants [ClH:1].[CH3:2][C:3]1[S:4][C:5]2[C:14]3[CH:13]=[CH:12][CH:11]=[CH:10][C:9]=3[N:8]=[C:7]([NH2:15])[C:6]=2[N:16]=1.C(O)(C)C, predict the reaction product. The product is: [ClH:1].[CH3:2][C:3]1[S:4][C:5]2[C:14]3[CH:13]=[CH:12][CH:11]=[CH:10][C:9]=3[N:8]=[C:7]([NH2:15])[C:6]=2[N:16]=1.